Dataset: Peptide-MHC class II binding affinity with 134,281 pairs from IEDB. Task: Regression. Given a peptide amino acid sequence and an MHC pseudo amino acid sequence, predict their binding affinity value. This is MHC class II binding data. (1) The peptide sequence is GPKEPFRDYVDRFYKTLR. The MHC is DRB1_1602 with pseudo-sequence DRB1_1602. The binding affinity (normalized) is 0.492. (2) The peptide sequence is YDKFLANVSTVLAGK. The MHC is DRB1_0404 with pseudo-sequence DRB1_0404. The binding affinity (normalized) is 0.773. (3) The peptide sequence is RNSRWSSPDNVKPLY. The MHC is DRB1_1501 with pseudo-sequence DRB1_1501. The binding affinity (normalized) is 0.147. (4) The peptide sequence is TDALRTLGSTSADEV. The MHC is HLA-DPA10201-DPB10101 with pseudo-sequence HLA-DPA10201-DPB10101. The binding affinity (normalized) is 0.236. (5) The peptide sequence is RPAKNGTVMDVISRR. The MHC is DRB1_0301 with pseudo-sequence DRB1_0301. The binding affinity (normalized) is 0.560.